The task is: Predict the reaction yield, written as a fraction of the theoretical maximum amount of product (1.0 means a 100% yield; for example, 0.34 means a 34% yield).. This data is from Reaction yield outcomes from USPTO patents with 853,638 reactions. (1) The reactants are [Si:1]([O:8][C@@H:9]1[C@@H:13]([CH2:14][OH:15])[O:12][C@@H:11]([N:16]2[C:20]3[N:21]=[CH:22][N:23]=[C:24]([NH:25][C:26](=[O:33])[C:27]4[CH:32]=[CH:31][CH:30]=[CH:29][CH:28]=4)[C:19]=3[CH:18]=[CH:17]2)[CH2:10]1)([C:4]([CH3:7])([CH3:6])[CH3:5])([CH3:3])[CH3:2].Cl[S:35]([NH2:38])(=[O:37])=[O:36]. No catalyst specified. The product is [S:35](=[O:37])(=[O:36])([O:15][CH2:14][C@@H:13]1[C@@H:9]([O:8][Si:1]([C:4]([CH3:5])([CH3:6])[CH3:7])([CH3:2])[CH3:3])[CH2:10][C@H:11]([N:16]2[C:20]3[N:21]=[CH:22][N:23]=[C:24]([NH:25][C:26](=[O:33])[C:27]4[CH:28]=[CH:29][CH:30]=[CH:31][CH:32]=4)[C:19]=3[CH:18]=[CH:17]2)[O:12]1)[NH2:38]. The yield is 0.480. (2) The catalyst is O1CCOCC1.COCCO. The yield is 0.360. The product is [Cl:19][C:5]1[C:6]([NH:8][C@@H:9]2[CH2:14][CH2:13][CH2:12][CH2:11][C@H:10]2[NH:15][C:16](=[O:18])[CH3:17])=[N:7][C:2]([NH:20][C:21]2[CH:34]=[CH:33][C:24]3[NH:25][C:26](=[O:32])[CH2:27][CH2:28][C:29]([CH3:31])([CH3:30])[C:23]=3[CH:22]=2)=[N:3][CH:4]=1. The reactants are Cl[C:2]1[N:7]=[C:6]([NH:8][C@@H:9]2[CH2:14][CH2:13][CH2:12][CH2:11][C@H:10]2[NH:15][C:16](=[O:18])[CH3:17])[C:5]([Cl:19])=[CH:4][N:3]=1.[NH2:20][C:21]1[CH:34]=[CH:33][C:24]2[NH:25][C:26](=[O:32])[CH2:27][CH2:28][C:29]([CH3:31])([CH3:30])[C:23]=2[CH:22]=1.Cl. (3) The reactants are [N+:1]([O-:4])(O)=[O:2].S(=O)(=O)(O)O.[C:10]1([CH:16]2[CH2:20][CH2:19][CH:18]([C:21]([O:23][CH3:24])=[O:22])[CH2:17]2)[CH:15]=[CH:14][CH:13]=[CH:12][CH:11]=1. The catalyst is C(Cl)(Cl)(Cl)Cl. The product is [N+:1]([C:13]1[CH:14]=[CH:15][C:10]([CH:16]2[CH2:20][CH2:19][CH:18]([C:21]([O:23][CH3:24])=[O:22])[CH2:17]2)=[CH:11][CH:12]=1)([O-:4])=[O:2]. The yield is 0.640. (4) The reactants are [Cl:1][C:2]1[C:7]([C:8]([N:10]2[CH2:15][CH2:14][CH:13]([C:16]3[CH:21]=[CH:20][C:19]([F:22])=[CH:18][CH:17]=3)[CH2:12][CH2:11]2)=[O:9])=[CH:6][N:5]=[C:4]([S:23]CCC(OC)=O)[C:3]=1[CH3:30].CC(C)([O-])C.[K+].[Cl-].[NH4+]. No catalyst specified. The product is [Cl:1][C:2]1[C:3]([CH3:30])=[C:4]([SH:23])[N:5]=[CH:6][C:7]=1[C:8]([N:10]1[CH2:11][CH2:12][CH:13]([C:16]2[CH:17]=[CH:18][C:19]([F:22])=[CH:20][CH:21]=2)[CH2:14][CH2:15]1)=[O:9]. The yield is 0.910. (5) The reactants are [O:1]1[CH:5]=[CH:4][CH2:3][CH2:2]1.[Li]C(C)(C)C.[Sn:11](Cl)([CH2:20][CH2:21][CH2:22][CH3:23])([CH2:16][CH2:17][CH2:18][CH3:19])[CH2:12][CH2:13][CH2:14][CH3:15].[NH4+].[Cl-]. The catalyst is C1COCC1. The product is [CH2:20]([Sn:11]([CH2:12][CH2:13][CH2:14][CH3:15])([CH2:16][CH2:17][CH2:18][CH3:19])[C:5]1[O:1][CH2:2][CH2:3][CH:4]=1)[CH2:21][CH2:22][CH3:23]. The yield is 1.00.